This data is from TCR-epitope binding with 47,182 pairs between 192 epitopes and 23,139 TCRs. The task is: Binary Classification. Given a T-cell receptor sequence (or CDR3 region) and an epitope sequence, predict whether binding occurs between them. (1) The epitope is YFPLQSYGF. The TCR CDR3 sequence is CASSFLPGELFF. Result: 1 (the TCR binds to the epitope). (2) The epitope is YLQPRTFLL. The TCR CDR3 sequence is CASIDQNTGELFF. Result: 1 (the TCR binds to the epitope). (3) The epitope is ILGLPTQTV. The TCR CDR3 sequence is CASSYSSSDTTYEQYF. Result: 0 (the TCR does not bind to the epitope). (4) The epitope is FIAGLIAIV. The TCR CDR3 sequence is CSVEGSSGQEYNEQFF. Result: 0 (the TCR does not bind to the epitope).